This data is from Catalyst prediction with 721,799 reactions and 888 catalyst types from USPTO. The task is: Predict which catalyst facilitates the given reaction. (1) Reactant: [CH2:1]([N:5]1[CH:10]=[CH:9][CH:8]=[C:7]([OH:11])[C:6]1=[S:12])[CH2:2][CH2:3][CH3:4]. Product: [CH2:1]([N:5]1[CH:10]=[CH:9][C:8]([CH2:1][N:5]([CH3:10])[CH3:6])=[C:7]([OH:11])[C:6]1=[S:12])[CH2:2][CH2:3][CH3:4]. The catalyst class is: 8. (2) Reactant: [CH3:1][O:2][C:3]1[CH:4]=[C:5]2[C:9](=[CH:10][CH:11]=1)[NH:8][CH:7]=[C:6]2[CH2:12][CH2:13][CH2:14][OH:15].[S:16](Cl)([C:19]1[CH:25]=[CH:24][C:22]([CH3:23])=[CH:21][CH:20]=1)(=[O:18])=[O:17]. Product: [CH3:23][C:22]1[CH:24]=[CH:25][C:19]([S:16]([O:15][CH2:14][CH2:13][CH2:12][C:6]2[C:5]3[C:9](=[CH:10][CH:11]=[C:3]([O:2][CH3:1])[CH:4]=3)[NH:8][CH:7]=2)(=[O:18])=[O:17])=[CH:20][CH:21]=1. The catalyst class is: 2. (3) Product: [OH:21][C:3]1[C:4]([C:12]([NH:14][CH2:15][C:16]([O:18][CH2:19][CH3:20])=[O:17])=[O:13])=[C:5]2[C:10](=[CH:11][C:2]=1[C:27]1[N:32]=[CH:31][CH:30]=[CH:29][N:28]=1)[N:9]=[CH:8][CH:7]=[N:6]2. Reactant: Br[C:2]1[CH:11]=[C:10]2[C:5]([N:6]=[CH:7][CH:8]=[N:9]2)=[C:4]([C:12]([NH:14][CH2:15][C:16]([O:18][CH2:19][CH3:20])=[O:17])=[O:13])[C:3]=1[OH:21].C([Sn](CCCC)(CCCC)[C:27]1[N:32]=[CH:31][CH:30]=[CH:29][N:28]=1)CCC. The catalyst class is: 77. (4) Reactant: [CH:1]([C:3]1[CH:8]=[CH:7][C:6]([C:9]#[N:10])=[C:5]([O:11][CH3:12])[CH:4]=1)=C.N1C(C)=CC=CC=1C.I([O-])(=O)(=O)=[O:22].[Na+]. Product: [C:9]([C:6]1[CH:7]=[CH:8][C:3]([CH:1]=[O:22])=[CH:4][C:5]=1[O:11][CH3:12])#[N:10]. The catalyst class is: 785. (5) Reactant: [OH-].[Na+].[Cl:3][C:4]1[CH:5]=[C:6]([C:12]2[N:13]=[C:14]([CH3:33])[C:15]3[CH2:20][CH2:19][N:18]([C:21]4[CH:26]=[CH:25][C:24]([CH2:27][C:28]([O:30]CC)=[O:29])=[CH:23][CH:22]=4)[C:16]=3[N:17]=2)[CH:7]=[CH:8][C:9]=1[O:10][CH3:11].Cl. Product: [Cl:3][C:4]1[CH:5]=[C:6]([C:12]2[N:13]=[C:14]([CH3:33])[C:15]3[CH2:20][CH2:19][N:18]([C:21]4[CH:26]=[CH:25][C:24]([CH2:27][C:28]([OH:30])=[O:29])=[CH:23][CH:22]=4)[C:16]=3[N:17]=2)[CH:7]=[CH:8][C:9]=1[O:10][CH3:11]. The catalyst class is: 5. (6) Reactant: [Cl:1][C:2]1[C:7]([C:8](Cl)=[O:9])=[C:6]([Cl:11])[N:5]=[CH:4][N:3]=1.[CH2:12]([O:19][C:20]1[CH:37]=[CH:36][C:23]([NH:24][CH2:25][C@H:26]([O:28][Si:29]([C:32]([CH3:35])([CH3:34])[CH3:33])([CH3:31])[CH3:30])[CH3:27])=[CH:22][CH:21]=1)[C:13]1[CH:18]=[CH:17][CH:16]=[CH:15][CH:14]=1.C(N(CC)CC)C. Product: [CH2:12]([O:19][C:20]1[CH:37]=[CH:36][C:23]([N:24]([CH2:25][C@H:26]([O:28][Si:29]([C:32]([CH3:33])([CH3:35])[CH3:34])([CH3:31])[CH3:30])[CH3:27])[C:8]([C:7]2[C:6]([Cl:11])=[N:5][CH:4]=[N:3][C:2]=2[Cl:1])=[O:9])=[CH:22][CH:21]=1)[C:13]1[CH:14]=[CH:15][CH:16]=[CH:17][CH:18]=1. The catalyst class is: 1.